Predict the reactants needed to synthesize the given product. From a dataset of Full USPTO retrosynthesis dataset with 1.9M reactions from patents (1976-2016). (1) Given the product [C:22]([C:21]1[CH:24]=[CH:25][C:18]([NH:17][CH:1]([C:8]([O:10][CH3:11])=[O:9])[C:3]2[CH:4]=[C:5]([O:15][CH3:16])[C:6]([O:13][CH3:14])=[C:7]([CH:12]=2)[C:8]([O:10][CH3:11])=[O:9])=[CH:19][CH:20]=1)#[N:23], predict the reactants needed to synthesize it. The reactants are: [CH:1]([C:3]1[CH:4]=[C:5]([O:15][CH3:16])[C:6]([O:13][CH3:14])=[C:7]([CH:12]=1)[C:8]([O:10][CH3:11])=[O:9])=O.[NH2:17][C:18]1[CH:25]=[CH:24][C:21]([C:22]#[N:23])=[CH:20][CH:19]=1.C([N+]#[C-])C1C=CC=CC=1. (2) Given the product [Cl:33][C:19]1[C:20]([NH:22][C:23]2[CH:32]=[CH:31][CH:30]=[CH:29][C:24]=2[C:25]([NH:27][CH3:28])=[O:26])=[N:21][C:16]([NH:13][C:12]2[CH:11]=[CH:10][C:9]3[CH2:8][CH:7]4[NH:14][CH:4]([CH2:5][CH2:6]4)[C:3]=3[C:2]=2[Cl:1])=[N:17][CH:18]=1, predict the reactants needed to synthesize it. The reactants are: [Cl:1][C:2]1[C:3]2[CH:4]3[NH:14][CH:7]([CH2:8][C:9]=2[CH:10]=[CH:11][C:12]=1[NH2:13])[CH2:6][CH2:5]3.Cl[C:16]1[N:21]=[C:20]([NH:22][C:23]2[CH:32]=[CH:31][CH:30]=[CH:29][C:24]=2[C:25]([NH:27][CH3:28])=[O:26])[C:19]([Cl:33])=[CH:18][N:17]=1.